From a dataset of Forward reaction prediction with 1.9M reactions from USPTO patents (1976-2016). Predict the product of the given reaction. (1) Given the reactants Cl.[Cl:2][C:3]1[CH:4]=[C:5]([NH:10][C:11]([CH:13]2[CH2:18][CH2:17][NH:16][CH2:15][CH2:14]2)=[O:12])[CH:6]=[CH:7][C:8]=1[Cl:9].C(N(C(C)C)CC)(C)C.[CH:28]([C@@H:30]1[CH2:35][CH2:34][CH2:33][N:32]([C:36]([O:38][C:39]([CH3:42])([CH3:41])[CH3:40])=[O:37])[CH2:31]1)=O.C(O[BH-](OC(=O)C)OC(=O)C)(=O)C.[Na+], predict the reaction product. The product is: [Cl:2][C:3]1[CH:4]=[C:5]([NH:10][C:11]([CH:13]2[CH2:14][CH2:15][N:16]([CH2:28][C@@H:30]3[CH2:35][CH2:34][CH2:33][N:32]([C:36]([O:38][C:39]([CH3:40])([CH3:42])[CH3:41])=[O:37])[CH2:31]3)[CH2:17][CH2:18]2)=[O:12])[CH:6]=[CH:7][C:8]=1[Cl:9]. (2) Given the reactants [S:1]1[CH:5]=[CH:4][C:3]([CH:6]=O)=[CH:2]1.[C:8]([O:16][CH3:17])(=O)[CH2:9][CH2:10][C:11]([O:13][CH3:14])=[O:12].C[O-].[Na+].[OH2:21].[CH3:22]O, predict the reaction product. The product is: [CH3:14][O:13][C:11]([C:10]1[CH:9]=[C:8]([O:16][C:17](=[O:21])[CH3:22])[C:2]2[S:1][CH:5]=[CH:4][C:3]=2[CH:6]=1)=[O:12]. (3) Given the reactants [Cl:1][C:2]1[C:3]2[N:4]([CH:12]=[C:13]([C:15]3[O:16][C:17]([C:20]4[CH:25]=[C:24]([Cl:26])[C:23]([O:27]C)=[CH:22][C:21]=4[Cl:29])=[N:18][N:19]=3)[N:14]=2)[CH:5]=[C:6]([C:8]([F:11])([F:10])[F:9])[CH:7]=1.[Al+3].[Cl-].[Cl-].[Cl-].CCS, predict the reaction product. The product is: [Cl:26][C:24]1[CH:25]=[C:20]([C:17]2[O:16][C:15]([C:13]3[N:14]=[C:3]4[C:2]([Cl:1])=[CH:7][C:6]([C:8]([F:10])([F:9])[F:11])=[CH:5][N:4]4[CH:12]=3)=[N:19][N:18]=2)[C:21]([Cl:29])=[CH:22][C:23]=1[OH:27]. (4) The product is: [Cl:13][C:4]1[CH:3]=[C:2]([NH:25][CH2:24][C:17]2[CH:18]=[CH:19][C:20]([O:22][CH3:23])=[CH:21][C:16]=2[O:15][CH3:14])[C:7]([C:8]([O:10][CH2:11][CH3:12])=[O:9])=[CH:6][N:5]=1. Given the reactants Cl[C:2]1[C:7]([C:8]([O:10][CH2:11][CH3:12])=[O:9])=[CH:6][N:5]=[C:4]([Cl:13])[CH:3]=1.[CH3:14][O:15][C:16]1[CH:21]=[C:20]([O:22][CH3:23])[CH:19]=[CH:18][C:17]=1[CH2:24][NH2:25], predict the reaction product. (5) Given the reactants [NH:1]1[C:5]2=[N:6][CH:7]=[CH:8][CH:9]=[C:4]2[C:3]([CH:10]=[C:11]2[O:15][C:14]([NH:16][C:17]3[CH:22]=[CH:21][C:20]([F:23])=[CH:19][C:18]=3[CH3:24])=[C:13](C(OCC)=O)[C:12]2=[O:30])=[CH:2]1.[OH-].[K+], predict the reaction product. The product is: [NH:1]1[C:5]2=[N:6][CH:7]=[CH:8][CH:9]=[C:4]2[C:3]([CH:10]=[C:11]2[C:12](=[O:30])[CH:13]=[C:14]([NH:16][C:17]3[CH:22]=[CH:21][C:20]([F:23])=[CH:19][C:18]=3[CH3:24])[O:15]2)=[CH:2]1. (6) Given the reactants C([O:8][C:9]1[CH:46]=[CH:45][C:44]([C:47]([F:50])([F:49])[F:48])=[CH:43][C:10]=1[CH2:11][N:12]([CH2:28][C:29]1[CH:34]=[C:33]([C:35]([F:38])([F:37])[F:36])[CH:32]=[C:31]([C:39]([F:42])([F:41])[F:40])[CH:30]=1)[C:13]1[N:18]=[CH:17][C:16]([O:19][CH2:20][CH2:21][CH2:22][C:23]([O:25][CH2:26][CH3:27])=[O:24])=[CH:15][N:14]=1)C1C=CC=CC=1, predict the reaction product. The product is: [F:42][C:39]([F:40])([F:41])[C:31]1[CH:30]=[C:29]([CH:34]=[C:33]([C:35]([F:36])([F:37])[F:38])[CH:32]=1)[CH2:28][N:12]([CH2:11][C:10]1[CH:43]=[C:44]([C:47]([F:50])([F:49])[F:48])[CH:45]=[CH:46][C:9]=1[OH:8])[C:13]1[N:14]=[CH:15][C:16]([O:19][CH2:20][CH2:21][CH2:22][C:23]([O:25][CH2:26][CH3:27])=[O:24])=[CH:17][N:18]=1. (7) The product is: [C:1]([O:5][C:6](=[O:28])[NH:7][C@@H:8]([C:11]1[CH:16]=[CH:15][C:14]([Cl:17])=[C:13]([C:18]([C:20]2[CH:21]=[N:22][C:23]([NH2:29])=[CH:24][CH:25]=2)=[O:19])[C:12]=1[F:27])[CH2:9][CH3:10])([CH3:4])([CH3:3])[CH3:2]. Given the reactants [C:1]([O:5][C:6](=[O:28])[NH:7][C@@H:8]([C:11]1[CH:16]=[CH:15][C:14]([Cl:17])=[C:13]([C:18]([C:20]2[CH:21]=[N:22][C:23](Cl)=[CH:24][CH:25]=2)=[O:19])[C:12]=1[F:27])[CH2:9][CH3:10])([CH3:4])([CH3:3])[CH3:2].[NH3:29], predict the reaction product.